From a dataset of Reaction yield outcomes from USPTO patents with 853,638 reactions. Predict the reaction yield, written as a fraction of the theoretical maximum amount of product (1.0 means a 100% yield; for example, 0.34 means a 34% yield). (1) The reactants are C(OC([N:8]1[CH2:12][CH2:11][CH2:10][CH:9]1[C:13](=[O:35])[NH:14][C:15]1[CH:20]=[CH:19][C:18]([C:21]2[CH:26]=[CH:25][CH:24]=[CH:23][C:22]=2[S:27]([CH3:30])(=[O:29])=[O:28])=[CH:17][C:16]=1[C:31]([F:34])([F:33])[F:32])=O)(C)(C)C.FC(F)(F)C(O)=O. The catalyst is C(Cl)Cl. The product is [CH3:30][S:27]([C:22]1[CH:23]=[CH:24][CH:25]=[CH:26][C:21]=1[C:18]1[CH:19]=[CH:20][C:15]([NH:14][C:13]([CH:9]2[CH2:10][CH2:11][CH2:12][NH:8]2)=[O:35])=[C:16]([C:31]([F:34])([F:32])[F:33])[CH:17]=1)(=[O:29])=[O:28]. The yield is 1.00. (2) The reactants are [CH2:1]([O:8][C:9]1[CH:14]=[CH:13][CH:12]=[CH:11][C:10]=1Br)[C:2]1[CH:7]=[CH:6][CH:5]=[CH:4][CH:3]=1.CCCCCC.C([Li])CCC.[F:27][C:28]([F:38])=[CH:29][C:30]1[CH:37]=[CH:36][C:33]([CH:34]=[O:35])=[CH:32][CH:31]=1.[Cl-].[NH4+]. The catalyst is C1COCC1.O. The product is [CH2:1]([O:8][C:9]1[CH:14]=[CH:13][CH:12]=[CH:11][C:10]=1[CH:34]([C:33]1[CH:32]=[CH:31][C:30]([CH:29]=[C:28]([F:27])[F:38])=[CH:37][CH:36]=1)[OH:35])[C:2]1[CH:7]=[CH:6][CH:5]=[CH:4][CH:3]=1. The yield is 0.810. (3) The reactants are [C:1]([O:5][C:6]([N:8]1[C:13]2[CH:14]=[C:15]([Cl:19])[C:16]([NH2:18])=[CH:17][C:12]=2[O:11][CH:10]([C:20]([O:22][CH3:23])=C)[CH2:9]1)=[O:7])([CH3:4])([CH3:3])[CH3:2].[C:24](O[C:24]([O:26][C:27]([CH3:30])([CH3:29])[CH3:28])=[O:25])([O:26][C:27]([CH3:30])([CH3:29])[CH3:28])=[O:25].C1C[O:42]CC1.O1CCOCC1. The catalyst is CN(C1C=CN=CC=1)C. The product is [CH3:23][O:22][C:20]([CH:10]1[CH2:9][N:8]([C:6]([O:5][C:1]([CH3:3])([CH3:4])[CH3:2])=[O:7])[C:13]2[CH:14]=[C:15]([Cl:19])[C:16]([NH:18][C:24]([O:26][C:27]([CH3:30])([CH3:29])[CH3:28])=[O:25])=[CH:17][C:12]=2[O:11]1)=[O:42]. The yield is 0.215. (4) The reactants are [B-](F)(F)(F)F.[B-](F)(F)(F)F.C1[N+]2(CCl)CC[N+]([F:21])(CC2)C1.[CH3:22][N:23]([CH3:40])/[CH:24]=[CH:25]/[C:26]([C:28]1[N:32]([CH:33]2[CH2:38][CH2:37][O:36][CH2:35][CH2:34]2)[C:31]([CH3:39])=[N:30][CH:29]=1)=[O:27]. The catalyst is CO. The product is [CH3:40][N:23]([CH3:22])/[CH:24]=[C:25](\[F:21])/[C:26]([C:28]1[N:32]([CH:33]2[CH2:34][CH2:35][O:36][CH2:37][CH2:38]2)[C:31]([CH3:39])=[N:30][CH:29]=1)=[O:27]. The yield is 0.360. (5) The reactants are Br[C:2]1[CH:3]=[C:4]([O:8][CH3:9])[CH:5]=[CH:6][CH:7]=1.[C:10]([OH:14])(=[O:13])[C:11]#[CH:12].[CH:15]1(P(C2CCCCC2)C2C=CC=CC=2C2C(C(C)C)=CC(S([O-])(=O)=O)=CC=2C(C)C)CCCCC1.[Na+].C([O-])([O-])=O.[Cs+].[Cs+]. The catalyst is C(#N)C.O. The product is [CH3:15][O:13][C:10](=[O:14])[C:11]#[C:12][C:2]1[CH:7]=[CH:6][CH:5]=[C:4]([O:8][CH3:9])[CH:3]=1. The yield is 0.690. (6) The reactants are [C:1]([C:5]1[C:13]2[C:8](=[CH:9][C:10]([N+:14]([O-])=O)=[CH:11][CH:12]=2)[NH:7][CH:6]=1)([CH3:4])([CH3:3])[CH3:2]. The catalyst is C(O)C.[Ni]. The product is [C:1]([C:5]1[C:13]2[C:8](=[CH:9][C:10]([NH2:14])=[CH:11][CH:12]=2)[NH:7][CH:6]=1)([CH3:4])([CH3:2])[CH3:3]. The yield is 0.773. (7) The reactants are C([O:3][C:4]([C:6]1[C:7]([S:17][CH3:18])=[N:8][C:9]2[C:14]([C:15]=1[OH:16])=[CH:13][CH:12]=[CH:11][CH:10]=2)=[O:5])C.Cl. The catalyst is [OH-].[Na+]. The product is [CH3:18][S:17][C:7]1[NH:8][C:9]2[C:14]([C:15](=[O:16])[C:6]=1[C:4]([OH:5])=[O:3])=[CH:13][CH:12]=[CH:11][CH:10]=2. The yield is 0.850. (8) The reactants are [C:1]([OH:10])(=[O:9])[C@@H:2]([C@H:4]([C:6]([OH:8])=[O:7])[OH:5])[OH:3].[CH3:11][N:12]1[CH2:19][C@@H:18]2[C@@H:14]([N:15]([C:20]3[CH:25]=[CH:24][C:23]([C:26]4[CH:31]=[CH:30][C:29]([N:32]5[C:37](=[O:38])[CH:36]=[CH:35][CH:34]=[N:33]5)=[CH:28][CH:27]=4)=[CH:22][CH:21]=3)[CH2:16][CH2:17]2)[CH2:13]1. The catalyst is O.C(O)C. The product is [C:6]([C@@H:4]([C@H:2]([C:1]([OH:10])=[O:9])[OH:3])[OH:5])([OH:8])=[O:7].[CH3:11][N:12]1[CH2:19][C@@H:18]2[C@@H:14]([N:15]([C:20]3[CH:25]=[CH:24][C:23]([C:26]4[CH:31]=[CH:30][C:29]([N:32]5[C:37](=[O:38])[CH:36]=[CH:35][CH:34]=[N:33]5)=[CH:28][CH:27]=4)=[CH:22][CH:21]=3)[CH2:16][CH2:17]2)[CH2:13]1. The yield is 0.948.